From a dataset of Catalyst prediction with 721,799 reactions and 888 catalyst types from USPTO. Predict which catalyst facilitates the given reaction. (1) Reactant: [C:1]([O:5][C:6](=[O:31])[NH:7][C@@H:8]1[C:14](=[O:15])[N:13]([CH2:16][C:17]2[C:26]3[C:21](=[CH:22][CH:23]=[CH:24][CH:25]=3)[CH:20]=[CH:19][CH:18]=2)[C:12]2[CH:27]=[CH:28][CH:29]=[CH:30][C:11]=2[NH:10][CH2:9]1)([CH3:4])([CH3:3])[CH3:2].[C:32]([O-])([O-])=O.[K+].[K+].CI. Product: [C:1]([O:5][C:6](=[O:31])[NH:7][C@@H:8]1[C:14](=[O:15])[N:13]([CH2:16][C:17]2[C:26]3[C:21](=[CH:22][CH:23]=[CH:24][CH:25]=3)[CH:20]=[CH:19][CH:18]=2)[C:12]2[CH:27]=[CH:28][CH:29]=[CH:30][C:11]=2[N:10]([CH3:32])[CH2:9]1)([CH3:4])([CH3:2])[CH3:3]. The catalyst class is: 18. (2) Reactant: [CH2:1]([O:8][C:9]1[CH:10]=[CH:11][C:12]([C:18](=O)[C:19]2[CH:24]=[CH:23][CH:22]=[C:21]([Cl:25])[CH:20]=2)=[C:13]([CH:17]=1)[C:14](O)=[O:15])[C:2]1[CH:7]=[CH:6][CH:5]=[CH:4][CH:3]=1.O.[NH2:28][NH2:29]. Product: [CH2:1]([O:8][C:9]1[CH:17]=[C:13]2[C:12]([C:18]([C:19]3[CH:24]=[CH:23][CH:22]=[C:21]([Cl:25])[CH:20]=3)=[N:28][NH:29][C:14]2=[O:15])=[CH:11][CH:10]=1)[C:2]1[CH:7]=[CH:6][CH:5]=[CH:4][CH:3]=1. The catalyst class is: 14. (3) Reactant: [CH3:1][C:2]1[CH:3]=[N:4][C:5]2[C:10]([CH:11]=1)=[CH:9][C:8]([CH2:12][C:13]1[CH:14]=[C:15]([CH:19]=[CH:20][N:21]=1)[C:16]([OH:18])=O)=[CH:7][CH:6]=2.[NH2:22][CH2:23][C:24]1[CH:25]=[C:26]2[C:31](=[CH:32][CH:33]=1)[C:30]([NH2:34])=[N:29][CH:28]=[CH:27]2.CCN=C=NCCCN(C)C.C1C=CC2N(O)N=NC=2C=1. Product: [NH2:34][C:30]1[C:31]2[C:26](=[CH:25][C:24]([CH2:23][NH:22][C:16](=[O:18])[C:15]3[CH:19]=[CH:20][N:21]=[C:13]([CH2:12][C:8]4[CH:9]=[C:10]5[C:5](=[CH:6][CH:7]=4)[N:4]=[CH:3][C:2]([CH3:1])=[CH:11]5)[CH:14]=3)=[CH:33][CH:32]=2)[CH:27]=[CH:28][N:29]=1. The catalyst class is: 18. (4) Reactant: [F:1][C:2]1[CH:8]=[CH:7][C:5]([NH2:6])=[CH:4][CH:3]=1.Br[CH2:10][C:11]1[CH:16]=[CH:15][C:14]([N+:17]([O-:19])=[O:18])=[CH:13][C:12]=1[CH2:20]Br.CCN(C(C)C)C(C)C. Product: [F:1][C:2]1[CH:8]=[CH:7][C:5]([N:6]2[CH2:20][C:12]3[C:11](=[CH:16][CH:15]=[C:14]([N+:17]([O-:19])=[O:18])[CH:13]=3)[CH2:10]2)=[CH:4][CH:3]=1. The catalyst class is: 93. (5) Reactant: ClC(Cl)(O[C:5](=[O:11])OC(Cl)(Cl)Cl)Cl.[NH2:13][C:14]1[CH:23]=[CH:22][C:21]([C:24]([C:26]2[N:34]3[C:29]([CH:30]=[CH:31][CH:32]=[CH:33]3)=[C:28]([O:35][CH3:36])[CH:27]=2)=[O:25])=[CH:20][C:15]=1[C:16](OC)=[O:17].[NH2:37][CH2:38][C:39]([O:41][CH2:42][CH3:43])=[O:40].C(N([CH2:49][CH3:50])CC)C. Product: [CH3:36][O:35][C:28]1[C:27]([C:50]2[CH:49]=[CH:16][CH:15]=[CH:14][CH:23]=2)=[C:26]([C:24]([C:21]2[CH:20]=[C:15]3[C:14](=[CH:23][CH:22]=2)[NH:13][C:5](=[O:11])[N:37]([CH2:38][C:39]([O:41][CH2:42][CH3:43])=[O:40])[C:16]3=[O:17])=[O:25])[N:34]2[C:29]=1[CH:30]=[CH:31][CH:32]=[CH:33]2. The catalyst class is: 38. (6) Reactant: [Cl:1][C:2]1[CH:16]=[CH:15][C:5]2=[CH:6][CH:7]=[C:8]3[C:13]([C:12](=[O:14])[NH:11][CH:10]=[CH:9]3)=[C:4]2[CH:3]=1.[Br:17]Br. Product: [Br:17][C:9]1[C:8]2[C:13](=[C:4]3[CH:3]=[C:2]([Cl:1])[CH:16]=[CH:15][C:5]3=[CH:6][CH:7]=2)[C:12](=[O:14])[NH:11][CH:10]=1. The catalyst class is: 15. (7) Reactant: [I:1][C:2]1[N:3]=[C:4]([CH3:18])[N:5]([C:8]2[CH:13]=[CH:12][C:11]([C:14]([F:17])([F:16])[F:15])=[CH:10][CH:9]=2)[C:6]=1I.[CH2:19]([Li])CCC.IC. Product: [I:1][C:2]1[N:3]=[C:4]([CH3:18])[N:5]([C:8]2[CH:13]=[CH:12][C:11]([C:14]([F:17])([F:16])[F:15])=[CH:10][CH:9]=2)[C:6]=1[CH3:19]. The catalyst class is: 1. (8) Reactant: Br[C:2]1[CH:3]=[C:4]([CH2:16][N:17]([CH3:25])[C:18](=[O:24])[O:19][C:20]([CH3:23])([CH3:22])[CH3:21])[S:5][C:6]=1[S:7]([C:10]1[CH:15]=[CH:14][CH:13]=[CH:12][CH:11]=1)(=[O:9])=[O:8].[CH3:26][N:27]1[CH:31]=[CH:30][N:29]=[C:28]1[Sn](CCCC)(CCCC)CCCC. Product: [CH3:25][N:17]([CH2:16][C:4]1[S:5][C:6]([S:7]([C:10]2[CH:15]=[CH:14][CH:13]=[CH:12][CH:11]=2)(=[O:9])=[O:8])=[C:2]([C:28]2[N:27]([CH3:26])[CH:31]=[CH:30][N:29]=2)[CH:3]=1)[C:18](=[O:24])[O:19][C:20]([CH3:23])([CH3:22])[CH3:21]. The catalyst class is: 741. (9) Reactant: C([O:3][C:4](=[O:29])[C:5]([S:18]([C:21]1[CH:26]=[CH:25][C:24]([O:27][CH3:28])=[CH:23][CH:22]=1)(=[O:20])=[O:19])([CH2:11][C:12]1[CH:13]=[N:14][CH:15]=[CH:16][CH:17]=1)[CH2:6][CH:7]=[C:8]([CH3:10])[CH3:9])C. Product: [CH3:28][O:27][C:24]1[CH:25]=[CH:26][C:21]([S:18]([C:5]([CH2:11][C:12]2[CH:13]=[N:14][CH:15]=[CH:16][CH:17]=2)([CH2:6][CH:7]=[C:8]([CH3:10])[CH3:9])[C:4]([OH:29])=[O:3])(=[O:20])=[O:19])=[CH:22][CH:23]=1. The catalyst class is: 273. (10) The catalyst class is: 2. Reactant: [Si:1]([O:8][CH2:9][CH:10]1[N:15]([CH:16]2[CH2:19][O:18][CH2:17]2)[CH2:14][CH2:13][N:12](C(OC(C)(C)C)=O)[CH2:11]1)([C:4]([CH3:7])([CH3:6])[CH3:5])([CH3:3])[CH3:2].C(O)(C(F)(F)F)=O. Product: [Si:1]([O:8][CH2:9][CH:10]1[CH2:11][NH:12][CH2:13][CH2:14][N:15]1[CH:16]1[CH2:19][O:18][CH2:17]1)([C:4]([CH3:7])([CH3:5])[CH3:6])([CH3:3])[CH3:2].